This data is from Full USPTO retrosynthesis dataset with 1.9M reactions from patents (1976-2016). The task is: Predict the reactants needed to synthesize the given product. (1) Given the product [CH3:19][C:20]1[N:21]=[C:22]([C@H:25]2[CH2:29][O:28][CH2:27][NH:26]2)[S:23][CH:24]=1, predict the reactants needed to synthesize it. The reactants are: N[C@H](CO)C(O)=O.CC1N=C([C@H]2CSCN2)SC=1.[CH3:19][C:20]1[N:21]=[C:22]([C@H:25]2[CH2:29][O:28][CH2:27][N:26]2C(OC(C)(C)C)=O)[S:23][CH:24]=1.Cl. (2) Given the product [CH3:26][O:25][C:22]1[CH:21]=[C:17]2[C:16]([C:13]([CH3:15])([CH3:14])[C:5]3[O:4][C:8]4[CH:9]=[CH:10][CH:11]=[CH:12][C:7]=4[C:6]=3[C:18]2=[O:20])=[CH:24][CH:23]=1, predict the reactants needed to synthesize it. The reactants are: C(Cl)Cl.[O:4]1[C:8]2[CH:9]=[CH:10][CH:11]=[CH:12][C:7]=2[CH:6]=[C:5]1[C:13]([C:16]1[CH:24]=[CH:23][C:22]([O:25][CH3:26])=[CH:21][C:17]=1[C:18]([OH:20])=O)([CH3:15])[CH3:14].FC(F)(F)C(OC(=O)C(F)(F)F)=O. (3) Given the product [O:50]1[CH2:55][CH2:54][CH:53]([CH2:56][NH:57][C:14]([C:11]2[CH:10]=[C:9]([CH2:8][O:7][C:6]3[CH:5]=[CH:4][C:3]([C:2]([F:1])([F:20])[F:19])=[CH:18][CH:17]=3)[O:13][N:12]=2)=[O:16])[CH2:52][CH2:51]1, predict the reactants needed to synthesize it. The reactants are: [F:1][C:2]([F:20])([F:19])[C:3]1[CH:18]=[CH:17][C:6]([O:7][CH2:8][C:9]2[O:13][N:12]=[C:11]([C:14]([OH:16])=O)[CH:10]=2)=[CH:5][CH:4]=1.C(N(CC)CC)C.Cl.C(N=C=NCCCN(C)C)C.ON1C2C=CC=CC=2N=N1.[O:50]1[CH2:55][CH2:54][CH:53]([CH2:56][NH2:57])[CH2:52][CH2:51]1. (4) Given the product [CH2:1]([O:5][C:6]([N:8]1[CH2:9][CH2:10][N:11]([C:14](=[O:40])[C@@H:15]([NH:25][C:26]([C:28]2[CH:32]=[C:31]([O:33][CH2:42][C:43]([O:45][CH2:46][C:47]3[CH:52]=[CH:51][CH:50]=[CH:49][CH:48]=3)=[O:44])[N:30]([C:34]3[CH:35]=[CH:36][CH:37]=[CH:38][CH:39]=3)[N:29]=2)=[O:27])[CH2:16][CH2:17][C:18]([O:20][C:21]([CH3:23])([CH3:24])[CH3:22])=[O:19])[CH2:12][CH2:13]1)=[O:7])[CH2:2][CH2:3][CH3:4], predict the reactants needed to synthesize it. The reactants are: [CH2:1]([O:5][C:6]([N:8]1[CH2:13][CH2:12][N:11]([C:14](=[O:40])[C@@H:15]([NH:25][C:26]([C:28]2[CH:32]=[C:31]([OH:33])[N:30]([C:34]3[CH:39]=[CH:38][CH:37]=[CH:36][CH:35]=3)[N:29]=2)=[O:27])[CH2:16][CH2:17][C:18]([O:20][C:21]([CH3:24])([CH3:23])[CH3:22])=[O:19])[CH2:10][CH2:9]1)=[O:7])[CH2:2][CH2:3][CH3:4].Br[CH2:42][C:43]([O:45][CH2:46][C:47]1[CH:52]=[CH:51][CH:50]=[CH:49][CH:48]=1)=[O:44].C(=O)([O-])[O-].[Cs+].[Cs+]. (5) Given the product [NH2:20][C:13]1[CH:14]=[C:15]([C:16]([O:18][CH3:19])=[O:17])[N:11]([C:6]2[C:5]([Cl:4])=[CH:10][CH:9]=[CH:8][N:7]=2)[N:12]=1, predict the reactants needed to synthesize it. The reactants are: [Sn](Cl)Cl.[Cl:4][C:5]1[C:6]([N:11]2[C:15]([C:16]([O:18][CH3:19])=[O:17])=[CH:14][C:13]([N+:20]([O-])=O)=[N:12]2)=[N:7][CH:8]=[CH:9][CH:10]=1.C(=O)(O)[O-].[Na+]. (6) The reactants are: [CH3:1][C:2]1([CH3:57])[C@@H:5]([C:6]([O:8][C@H:9]2[CH2:26][CH2:25][C@@:24]3([CH3:27])[C@@H:11]([CH2:12][CH2:13][C@:14]4([CH3:44])[C@@H:23]3[CH2:22][CH2:21][C@H:20]3[C@@:15]4([CH3:43])[CH2:16][CH2:17][C@@:18]4([C:35]([N:37]5[CH2:42][CH2:41][O:40][CH2:39][CH2:38]5)=[O:36])[CH2:30][CH2:29][C@@H:28]([C:31]5([CH3:34])[CH2:33][CH2:32]5)[C@@H:19]43)[C:10]2([CH3:46])[CH3:45])=[O:7])[CH2:4][C@H:3]1[C:47]([O:49]CC1C=CC=CC=1)=[O:48].C(N(CC)CC)C.C([SiH](CC)CC)C. Given the product [CH3:1][C:2]1([CH3:57])[C@@H:5]([C:6]([O:8][C@H:9]2[CH2:26][CH2:25][C@@:24]3([CH3:27])[C@@H:11]([CH2:12][CH2:13][C@:14]4([CH3:44])[C@@H:23]3[CH2:22][CH2:21][C@H:20]3[C@@:15]4([CH3:43])[CH2:16][CH2:17][C@@:18]4([C:35]([N:37]5[CH2:38][CH2:39][O:40][CH2:41][CH2:42]5)=[O:36])[CH2:30][CH2:29][C@@H:28]([C:31]5([CH3:34])[CH2:33][CH2:32]5)[C@@H:19]43)[C:10]2([CH3:46])[CH3:45])=[O:7])[CH2:4][C@H:3]1[C:47]([OH:49])=[O:48], predict the reactants needed to synthesize it.